Task: Predict the reactants needed to synthesize the given product.. Dataset: Full USPTO retrosynthesis dataset with 1.9M reactions from patents (1976-2016) (1) Given the product [CH2:1]([O:8][C:9]1[CH:10]=[CH:11][C:12]([S:19][CH2:52][CH2:51][C:50]2[CH:54]=[CH:55][C:47]([CH3:46])=[CH:48][CH:49]=2)=[C:13]2[C:18]=1[N:17]=[CH:16][CH:15]=[CH:14]2)[C:2]1[CH:7]=[CH:6][CH:5]=[CH:4][CH:3]=1, predict the reactants needed to synthesize it. The reactants are: [CH2:1]([O:8][C:9]1[C:18]2[N:17]=[CH:16][CH:15]=[CH:14][C:13]=2[C:12]([S:19](Cl)(=O)=O)=[CH:11][CH:10]=1)[C:2]1[CH:7]=[CH:6][CH:5]=[CH:4][CH:3]=1.C1(P(C2C=CC=CC=2)C2C=CC=CC=2)C=CC=CC=1.[BH4-].[Na+].[H-].[Na+].[CH3:46][C:47]1[CH:55]=[CH:54][C:50]([CH2:51][CH2:52]Br)=[CH:49][CH:48]=1. (2) Given the product [C:1]([O:5][CH2:6][C@H:7]([NH:11][C:12](=[O:34])[C:13]1[CH:18]=[CH:17][C:16]([O:19][CH3:20])=[C:15](/[CH:21]=[CH:22]/[C:23]2[CH:24]=[CH:25][C:26]([O:29][C:30]([F:31])([F:32])[F:33])=[CH:27][CH:28]=2)[CH:14]=1)[C:8](=[O:9])[NH:38][CH2:37][CH2:36][OH:35])([CH3:4])([CH3:2])[CH3:3], predict the reactants needed to synthesize it. The reactants are: [C:1]([O:5][CH2:6][C@H:7]([NH:11][C:12](=[O:34])[C:13]1[CH:18]=[CH:17][C:16]([O:19][CH3:20])=[C:15](/[CH:21]=[CH:22]/[C:23]2[CH:28]=[CH:27][C:26]([O:29][C:30]([F:33])([F:32])[F:31])=[CH:25][CH:24]=2)[CH:14]=1)[C:8](O)=[O:9])([CH3:4])([CH3:3])[CH3:2].[OH:35][CH2:36][CH2:37][NH2:38].O.N1(O)C2C=CC=CC=2N=N1.Cl.CN(C)CCCN=C=NCC.C(N(CC)C(C)C)(C)C.